Dataset: Merck oncology drug combination screen with 23,052 pairs across 39 cell lines. Task: Regression. Given two drug SMILES strings and cell line genomic features, predict the synergy score measuring deviation from expected non-interaction effect. (1) Drug 1: CC1CC2C3CCC4=CC(=O)C=CC4(C)C3(F)C(O)CC2(C)C1(O)C(=O)CO. Drug 2: O=C(NOCC(O)CO)c1ccc(F)c(F)c1Nc1ccc(I)cc1F. Cell line: MDAMB436. Synergy scores: synergy=-2.29. (2) Cell line: MSTO. Drug 1: CS(=O)(=O)CCNCc1ccc(-c2ccc3ncnc(Nc4ccc(OCc5cccc(F)c5)c(Cl)c4)c3c2)o1. Synergy scores: synergy=-189. Drug 2: C#Cc1cccc(Nc2ncnc3cc(OCCOC)c(OCCOC)cc23)c1.